Dataset: Forward reaction prediction with 1.9M reactions from USPTO patents (1976-2016). Task: Predict the product of the given reaction. Given the reactants [Br:1][C:2]1[CH:10]=[C:9]([CH2:11][C:12]([CH3:15])([CH3:14])[CH3:13])[CH:8]=[C:7]2[C:3]=1[CH2:4][CH:5]([CH3:17])[C:6]2=[O:16].[BH4-].[Na+].[OH-].[K+].I[CH3:23], predict the reaction product. The product is: [CH3:23][O:16][CH:6]1[C:7]2[C:3](=[C:2]([Br:1])[CH:10]=[C:9]([CH2:11][C:12]([CH3:13])([CH3:15])[CH3:14])[CH:8]=2)[CH2:4][CH:5]1[CH3:17].